Dataset: Full USPTO retrosynthesis dataset with 1.9M reactions from patents (1976-2016). Task: Predict the reactants needed to synthesize the given product. (1) Given the product [NH2:19][C:4]1[C:3]([O:2][CH3:1])=[CH:8][C:7]([N:9]2[CH2:10][CH2:11][N:12]([C:15](=[O:17])[CH3:16])[CH2:13][CH2:14]2)=[C:6]([CH3:18])[CH:5]=1, predict the reactants needed to synthesize it. The reactants are: [CH3:1][O:2][C:3]1[C:4]([N+:19]([O-])=O)=[CH:5][C:6]([CH3:18])=[C:7]([N:9]2[CH2:14][CH2:13][N:12]([C:15](=[O:17])[CH3:16])[CH2:11][CH2:10]2)[CH:8]=1. (2) Given the product [CH3:1][O:2][CH2:3][CH:4]1[C:9](=[O:10])[CH2:8][CH2:7][N:6]([C:11]([O:13][C:14]([CH3:17])([CH3:16])[CH3:15])=[O:12])[CH2:5]1, predict the reactants needed to synthesize it. The reactants are: [CH3:1][O:2]/[CH:3]=[C:4]1\[CH2:5][N:6]([C:11]([O:13][C:14]([CH3:17])([CH3:16])[CH3:15])=[O:12])[CH2:7][CH2:8][C:9]\1=[O:10].